Dataset: Full USPTO retrosynthesis dataset with 1.9M reactions from patents (1976-2016). Task: Predict the reactants needed to synthesize the given product. (1) Given the product [NH2:12][C:8]1[C:7]2[N:13]=[C:14]([CH2:16][CH2:17][CH3:18])[S:15][C:6]=2[C:5]2[CH:4]=[CH:3][C:2]([C:28]3[CH:29]=[C:24]([CH:25]=[CH:26][CH:27]=3)[C:22]([N:21]([CH2:19][CH3:20])[CH2:33][CH3:34])=[O:23])=[CH:11][C:10]=2[N:9]=1, predict the reactants needed to synthesize it. The reactants are: Br[C:2]1[CH:3]=[CH:4][C:5]2[C:6]3[S:15][C:14]([CH2:16][CH2:17][CH3:18])=[N:13][C:7]=3[C:8]([NH2:12])=[N:9][C:10]=2[CH:11]=1.[CH2:19]([N:21]([CH2:33][CH3:34])[C:22]([C:24]1[CH:25]=[C:26](B(O)O)[CH:27]=[CH:28][CH:29]=1)=[O:23])[CH3:20]. (2) Given the product [N:1]1([CH2:8][CH2:9][CH2:10][CH2:11][O:12][C:13]2[CH:14]=[C:15]([N:19]3[C:23]4[CH:24]=[CH:25][CH:26]=[CH:27][C:22]=4[C:21](=[N:28][C:29]4[CH:34]=[CH:33][CH:32]=[C:31]([C:35]([F:38])([F:36])[F:37])[CH:30]=4)[C:20]3=[O:39])[CH:16]=[CH:17][CH:18]=2)[CH2:6][CH2:5][O:4][CH2:3][CH2:2]1, predict the reactants needed to synthesize it. The reactants are: [NH:1]1[CH2:6][CH2:5][O:4][CH2:3][CH2:2]1.Br[CH2:8][CH2:9][CH2:10][CH2:11][O:12][C:13]1[CH:14]=[C:15]([N:19]2[C:23]3[CH:24]=[CH:25][CH:26]=[CH:27][C:22]=3[C:21](=[N:28][C:29]3[CH:34]=[CH:33][CH:32]=[C:31]([C:35]([F:38])([F:37])[F:36])[CH:30]=3)[C:20]2=[O:39])[CH:16]=[CH:17][CH:18]=1.